This data is from Reaction yield outcomes from USPTO patents with 853,638 reactions. The task is: Predict the reaction yield, written as a fraction of the theoretical maximum amount of product (1.0 means a 100% yield; for example, 0.34 means a 34% yield). (1) The reactants are [NH2:1][C:2]1[CH:11]=[CH:10][C:5]([C:6]([NH:8][CH3:9])=[O:7])=[CH:4][CH:3]=1.Cl[C:13]1[CH:22]=[C:21]([N:23]2[CH:27]=[CH:26][C:25]([C:28]([F:31])([F:30])[F:29])=[N:24]2)[C:20]2[C:15](=[CH:16][CH:17]=[CH:18][CH:19]=2)[N:14]=1. The catalyst is C(O)CCC. The product is [CH3:9][NH:8][C:6](=[O:7])[C:5]1[CH:4]=[CH:3][C:2]([NH:1][C:13]2[CH:22]=[C:21]([N:23]3[CH:27]=[CH:26][C:25]([C:28]([F:31])([F:29])[F:30])=[N:24]3)[C:20]3[C:15](=[CH:16][CH:17]=[CH:18][CH:19]=3)[N:14]=2)=[CH:11][CH:10]=1. The yield is 0.300. (2) The reactants are F[C:2]1[CH:8]=[CH:7][C:5]([NH2:6])=[CH:4][C:3]=1[N+:9]([O-:11])=[O:10].[NH:12]1[CH2:17][CH2:16][CH2:15][CH2:14][CH2:13]1. The catalyst is C(#N)C. The product is [N+:9]([C:3]1[CH:4]=[C:5]([NH2:6])[CH:7]=[CH:8][C:2]=1[N:12]1[CH2:17][CH2:16][CH2:15][CH2:14][CH2:13]1)([O-:11])=[O:10]. The yield is 0.990. (3) The reactants are [CH:1]([C:3]1[O:4][C:5]([C:8]([OH:10])=[O:9])=[CH:6][CH:7]=1)=O.Cl.[NH2:12]O.C(OC(=O)C)(=O)C.Cl. The catalyst is O.N1C=CC=CC=1. The product is [C:1]([C:3]1[O:4][C:5]([C:8]([OH:10])=[O:9])=[CH:6][CH:7]=1)#[N:12]. The yield is 0.460. (4) The reactants are [Br:1][C:2]1[N:3]=[CH:4][NH:5][CH:6]=1.C(=O)([O-])[O-].[Cs+].[Cs+].Cl.Cl[CH2:15][CH2:16][N:17]1[CH2:22][CH2:21][O:20][CH2:19][CH2:18]1. The catalyst is CN(C)C=O. The product is [Br:1][C:2]1[N:3]=[CH:4][N:5]([CH2:15][CH2:16][N:17]2[CH2:22][CH2:21][O:20][CH2:19][CH2:18]2)[CH:6]=1. The yield is 0.420.